The task is: Predict the reaction yield, written as a fraction of the theoretical maximum amount of product (1.0 means a 100% yield; for example, 0.34 means a 34% yield).. This data is from Reaction yield outcomes from USPTO patents with 853,638 reactions. (1) The reactants are [NH2:1][CH2:2][C@H:3]1[C@H:11]2[N:6]([C:7]3[CH:15]=[CH:14][C:13]([N:16]4[CH2:21][CH2:20][O:19][CH2:18][C:17]4=[O:22])=[CH:12][C:8]=3[O:9][CH2:10]2)[C:5](=[O:23])[O:4]1.[Cl:24][C:25]1[CH:26]=[CH:27][C:28]([C:31](O)=O)=[N:29][CH:30]=1.CN([C:37]([O:41]N1N=NC2C=CC=NC1=2)=[N+](C)C)C.F[P-](F)(F)(F)(F)F. No catalyst specified. The product is [Cl:24][C:25]1[CH:26]=[CH:27][C:28]([CH2:31][C:37]([NH:1][CH2:2][C@H:3]2[C@H:11]3[N:6]([C:7]4[CH:15]=[CH:14][C:13]([N:16]5[CH2:21][CH2:20][O:19][CH2:18][C:17]5=[O:22])=[CH:12][C:8]=4[O:9][CH2:10]3)[C:5](=[O:23])[O:4]2)=[O:41])=[N:29][CH:30]=1. The yield is 0.858. (2) The yield is 0.890. The product is [C:28]([C:18]1([CH2:17][O:16][C:3]2[C:2]([CH:30]3[CH2:32][CH2:31]3)=[CH:14][C:6]([C:7]([O:9][C:10]([CH3:13])([CH3:12])[CH3:11])=[O:8])=[C:5]([F:15])[CH:4]=2)[CH:25]2[CH2:26][CH:21]3[CH2:22][CH:23]([CH2:27][CH:19]1[CH2:20]3)[CH2:24]2)#[N:29]. The catalyst is C1(C)C=CC=CC=1.CC(O)=O.CC(O)=O.[Pd].O. The reactants are Cl[C:2]1[C:3]([O:16][CH2:17][C:18]2([C:28]#[N:29])[CH:25]3[CH2:26][CH:21]4[CH2:22][CH:23]([CH2:27][CH:19]2[CH2:20]4)[CH2:24]3)=[CH:4][C:5]([F:15])=[C:6]([CH:14]=1)[C:7]([O:9][C:10]([CH3:13])([CH3:12])[CH3:11])=[O:8].[CH:30]1(B(O)O)[CH2:32][CH2:31]1.P([O-])([O-])([O-])=O.[K+].[K+].[K+].F[B-](F)(F)F.C1(P(C2CCCCC2)C2CCCCC2)CCCCC1. (3) The reactants are [CH3:1][C:2]1[CH:7]=[CH:6][N:5]=[C:4]([CH2:8]O)[CH:3]=1.S(Cl)([Cl:12])=O. The catalyst is C(Cl)Cl. The product is [Cl:12][CH2:8][C:4]1[CH:3]=[C:2]([CH3:1])[CH:7]=[CH:6][N:5]=1. The yield is 0.721. (4) The reactants are [Br:1]N1C(=O)CCC1=O.[CH3:9][C:10]1[S:14][C:13]2[CH2:15][CH2:16][CH2:17][CH2:18][C:12]=2[CH:11]=1. The catalyst is C(#N)C.C(=O)(O)[O-].[Na+]. The product is [Br:1][C:11]1[C:12]2[CH2:18][CH2:17][CH2:16][CH2:15][C:13]=2[S:14][C:10]=1[CH3:9]. The yield is 0.730. (5) The reactants are [F:1][CH:2]([F:22])[C:3]1[NH:7][C:6]2[CH:8]=[C:9]([NH:14][C:15](=[O:21])[O:16][C:17]([CH3:20])([CH3:19])[CH3:18])[CH:10]=[C:11]([O:12][CH3:13])[C:5]=2[N:4]=1.[Cl:23][C:24]1[N:29]=[C:28](Cl)[N:27]=[C:26]([N:31]2[CH2:36][CH2:35][O:34][CH2:33][CH2:32]2)[N:25]=1.C([O-])([O-])=O.[K+].[K+]. The catalyst is CN(C=O)C.O. The product is [Cl:23][C:24]1[N:25]=[C:26]([N:31]2[CH2:32][CH2:33][O:34][CH2:35][CH2:36]2)[N:27]=[C:28]([N:7]2[C:6]3[CH:8]=[C:9]([NH:14][C:15](=[O:21])[O:16][C:17]([CH3:19])([CH3:18])[CH3:20])[CH:10]=[C:11]([O:12][CH3:13])[C:5]=3[N:4]=[C:3]2[CH:2]([F:1])[F:22])[N:29]=1. The yield is 0.590. (6) The reactants are [CH2:1]([C:4]1([OH:10])[CH2:9][CH2:8][CH2:7][CH2:6][CH2:5]1)[CH:2]=[CH2:3].[C:11]1([CH3:33])[CH:16]=[CH:15][C:14]([S:17]([N:20]=C2CCCCI2C2C=CC=CC=2)(=[O:19])=[O:18])=[CH:13][CH:12]=1. The catalyst is C(S([O-])(=O)=O)(F)(F)F.C(S([O-])(=O)=O)(F)(F)F.[Cu+2].C(#N)C. The product is [S:17]([N:20]1[CH2:3][CH:2]1[CH2:1][C:4]1([OH:10])[CH2:9][CH2:8][CH2:7][CH2:6][CH2:5]1)([C:14]1[CH:15]=[CH:16][C:11]([CH3:33])=[CH:12][CH:13]=1)(=[O:19])=[O:18]. The yield is 0.130.